This data is from Forward reaction prediction with 1.9M reactions from USPTO patents (1976-2016). The task is: Predict the product of the given reaction. (1) Given the reactants Cl[C:2]1[C:7]([CH:8]=O)=[C:6]([Cl:10])[N:5]=[CH:4][N:3]=1.[NH2:11][C:12]1[NH:16][N:15]=[C:14]([CH3:17])[CH:13]=1.C(N(C(C)C)CC)(C)C, predict the reaction product. The product is: [Cl:10][C:6]1[N:5]=[CH:4][N:3]=[C:2]2[C:7]=1[CH:8]=[N:11][C:12]1[N:16]2[N:15]=[C:14]([CH3:17])[CH:13]=1. (2) Given the reactants [CH:1]([N:14]1[CH2:17][C:16]([NH:21][CH2:22][CH3:23])([C:18]([NH2:20])=[O:19])[CH2:15]1)([C:8]1C=CC=CC=1)C1C=CC=CC=1.[ClH:24], predict the reaction product. The product is: [ClH:24].[CH2:22]([NH:21][C:16]1([C:18]([NH2:20])=[O:19])[CH2:15][CH2:8][CH2:1][NH:14][CH2:17]1)[CH3:23]. (3) Given the reactants C1C=C2C([N:9]([CH2:12][C:13](O)=[O:14])C(=O)C2=CC=1)=O.S(Cl)(Cl)=O.[CH2:20]([NH:24][C:25]1[C:30]([C:31](=O)[C:32]2[CH:37]=[CH:36][CH:35]=[C:34]([O:38][CH3:39])[CH:33]=2)=[CH:29][CH:28]=[CH:27][N:26]=1)[CH2:21][CH2:22][CH3:23].C(=O)([O-])[O-].[K+].[K+].CN, predict the reaction product. The product is: [CH2:20]([N:24]1[C:25]2[C:30](=[CH:29][CH:28]=[CH:27][N:26]=2)[C:31]([C:32]2[CH:37]=[CH:36][CH:35]=[C:34]([O:38][CH3:39])[CH:33]=2)=[C:12]([NH2:9])[C:13]1=[O:14])[CH2:21][CH2:22][CH3:23]. (4) Given the reactants [F:1][C:2]1[CH:7]=[CH:6][C:5]([OH:8])=[C:4](B2OC(C)(C)C(C)(C)O2)[CH:3]=1.Cl[C:19]1[CH:24]=[CH:23][N:22]=[C:21]([NH:25][C:26](=[O:32])[O:27][C:28]([CH3:31])([CH3:30])[CH3:29])[CH:20]=1.C(=O)([O-])[O-].[Na+].[Na+], predict the reaction product. The product is: [C:28]([O:27][C:26](=[O:32])[NH:25][C:21]1[CH:20]=[C:19]([C:4]2[CH:3]=[C:2]([F:1])[CH:7]=[CH:6][C:5]=2[OH:8])[CH:24]=[CH:23][N:22]=1)([CH3:31])([CH3:29])[CH3:30]. (5) Given the reactants [Br:1][C:2]1[CH:3]=[C:4]2[O:10][C:9](=[O:11])[NH:8][C:5]2=[N:6][CH:7]=1.C(=O)([O-])[O-].[Cs+].[Cs+].I[CH2:19][CH3:20], predict the reaction product. The product is: [Br:1][C:2]1[CH:3]=[C:4]2[O:10][C:9](=[O:11])[N:8]([CH2:19][CH3:20])[C:5]2=[N:6][CH:7]=1. (6) Given the reactants C(O)C.C(O[CH:7]([CH:19]1[C:28]2[N:27]=[CH:26][C:25]([CH2:29][N:30]3[CH2:35][CH2:34][O:33][CH2:32][CH2:31]3)=[CH:24][C:23]=2[CH2:22][CH2:21][CH2:20]1)[CH:8]([C:14]([O:16][CH2:17][CH3:18])=[O:15])[C:9]([O:11]CC)=O)C, predict the reaction product. The product is: [N:30]1([CH2:29][C:25]2[CH:24]=[C:23]3[C:28]4[N:27]([CH:26]=2)[C:9](=[O:11])[C:8]([C:14]([O:16][CH2:17][CH3:18])=[O:15])=[CH:7][C:19]=4[CH2:20][CH2:21][CH2:22]3)[CH2:35][CH2:34][O:33][CH2:32][CH2:31]1. (7) Given the reactants [Cl:1][S:2]([C:5]1[CH:6]=[CH:7][C:8]2[O:12][N:11]=[C:10]([C:13]([OH:15])=O)[C:9]=2[CH:16]=1)(=[O:4])=[O:3].CN(C=O)C.C(Cl)(=O)C(Cl)=O.[NH2:28][C:29]1[CH:41]=[CH:40][C:39]([C:42]#[N:43])=[CH:38][C:30]=1[C:31]([O:33][C:34]([CH3:37])([CH3:36])[CH3:35])=[O:32], predict the reaction product. The product is: [Cl:1][S:2]([C:5]1[CH:6]=[CH:7][C:8]2[O:12][N:11]=[C:10]([C:13]([NH:28][C:29]3[CH:41]=[CH:40][C:39]([C:42]#[N:43])=[CH:38][C:30]=3[C:31]([O:33][C:34]([CH3:37])([CH3:36])[CH3:35])=[O:32])=[O:15])[C:9]=2[CH:16]=1)(=[O:3])=[O:4]. (8) Given the reactants Br[C:2]1[CH:3]=[N:4][C:5]2[C:10]([CH:11]=1)=[CH:9][CH:8]=[CH:7][CH:6]=2.[NH2:12][C:13]1[CH:14]=[C:15]2[C:19]3=[C:20]([CH2:22][O:23][CH2:24][CH2:25][N:18]3[C@H:17]3[CH2:26][CH2:27][N:28](C(OC(C)(C)C)=O)[CH2:29][C@@H:16]23)[CH:21]=1.[OH-].[NH4+], predict the reaction product. The product is: [N:4]1[C:5]2[C:10](=[CH:9][CH:8]=[CH:7][CH:6]=2)[CH:11]=[C:2]([NH:12][C:13]2[CH:14]=[C:15]3[C:19]4=[C:20]([CH2:22][O:23][CH2:24][CH2:25][N:18]4[C@H:17]4[CH2:26][CH2:27][NH:28][CH2:29][C@@H:16]34)[CH:21]=2)[CH:3]=1. (9) Given the reactants [CH:1]1([C:4]2[CH:8]=[C:7](O)[N:6]([CH3:10])[N:5]=2)[CH2:3][CH2:2]1.COC1C=CC(P2(SP(C3C=CC(OC)=CC=3)(=S)S2)=[S:20])=CC=1, predict the reaction product. The product is: [CH:1]1([C:4]2[CH:8]=[C:7]([SH:20])[N:6]([CH3:10])[N:5]=2)[CH2:3][CH2:2]1.